From a dataset of Reaction yield outcomes from USPTO patents with 853,638 reactions. Predict the reaction yield, written as a fraction of the theoretical maximum amount of product (1.0 means a 100% yield; for example, 0.34 means a 34% yield). (1) The reactants are [Si]([O:8][C:9]1[CH:17]=[CH:16][CH:15]=[C:14]2[C:10]=1[CH:11]=[CH:12][N:13]2[C:18]([O:20][CH2:21][C:22]1[CH:27]=[CH:26][CH:25]=[CH:24][CH:23]=1)=[O:19])(C(C)(C)C)(C)C.C(O)(=O)C.[F-].C([N+](CCCC)(CCCC)CCCC)CCC. The catalyst is O1CCCC1. The product is [OH:8][C:9]1[CH:17]=[CH:16][CH:15]=[C:14]2[C:10]=1[CH:11]=[CH:12][N:13]2[C:18]([O:20][CH2:21][C:22]1[CH:27]=[CH:26][CH:25]=[CH:24][CH:23]=1)=[O:19]. The yield is 0.700. (2) The reactants are C(N(CC)CC)C.CS([Cl:12])(=O)=O.[Si:13]([O:20][CH2:21][C:22]1[CH:23]=[C:24]([CH2:29]O)[CH:25]=[C:26]([Cl:28])[CH:27]=1)([C:16]([CH3:19])([CH3:18])[CH3:17])([CH3:15])[CH3:14].C([O-])(O)=O.[Na+]. The catalyst is C(Cl)Cl. The product is [C:16]([Si:13]([O:20][CH2:21][C:22]1[CH:23]=[C:24]([CH2:29][Cl:12])[CH:25]=[C:26]([Cl:28])[CH:27]=1)([CH3:15])[CH3:14])([CH3:19])([CH3:18])[CH3:17]. The yield is 0.200. (3) The product is [CH3:17][O:18][C:19]1[CH:24]=[CH:23][C:22]([CH2:25][C:26]([N:9]([CH:2]([CH3:1])[C:3]2[CH:8]=[CH:7][CH:6]=[CH:5][CH:4]=2)[CH:10]2[CH2:15][CH2:14][N:13]([CH3:16])[CH2:12][CH2:11]2)=[O:27])=[CH:21][CH:20]=1. The reactants are [CH3:1][CH:2]([NH:9][CH:10]1[CH2:15][CH2:14][N:13]([CH3:16])[CH2:12][CH2:11]1)[C:3]1[CH:8]=[CH:7][CH:6]=[CH:5][CH:4]=1.[CH3:17][O:18][C:19]1[CH:24]=[CH:23][C:22]([CH2:25][C:26](Cl)=[O:27])=[CH:21][CH:20]=1. The catalyst is ClCCl. The yield is 0.700.